From a dataset of Catalyst prediction with 721,799 reactions and 888 catalyst types from USPTO. Predict which catalyst facilitates the given reaction. (1) Reactant: C(OC(=O)C(C#N)=C1[CH2:10][C@@H:9]([CH3:11])[C@H:8](C)C1)C.[CH3:16][CH:17]([CH2:19][C@H:20]([CH2:25][NH2:26])[CH2:21][C:22]([OH:24])=O)[CH3:18].C(N(CC)CC)C.ClC(OCC(C)C)=O.[C:42]([OH:49])(=[O:48])/C=C/C(O)=O.[NH2:50][CH2:51][CH2:52][C:53]#[N:54]. Product: [C:9]([O:49][C:42](=[O:48])[NH:26][CH2:25][CH:20]([CH2:21][C:22](=[O:24])[NH:54][CH2:53][CH2:52][C:51]#[N:50])[CH2:19][CH:17]([CH3:16])[CH3:18])([CH3:8])([CH3:10])[CH3:11]. The catalyst class is: 464. (2) Reactant: N#N.[N+:3]([C:6]1[CH:10]=[N:9][N:8]([CH2:11][C:12]2[S:13][CH:14]=[C:15]([C:17](=[O:19])[CH3:18])[N:16]=2)[N:7]=1)([O-])=O.[NH4+].[Cl-]. Product: [NH2:3][C:6]1[CH:10]=[N:9][N:8]([CH2:11][C:12]2[S:13][CH:14]=[C:15]([C:17](=[O:19])[CH3:18])[N:16]=2)[N:7]=1. The catalyst class is: 314. (3) Reactant: C(NC(C)C)(C)C.C([Li])CCC.CCCCCC.[C:19]1([CH2:30][C:31]([O:33][CH3:34])=[O:32])([CH2:25][C:26]([O:28][CH3:29])=[O:27])[CH2:24][CH2:23][CH2:22][CH2:21][CH2:20]1.Cl[C:36]([O:38][CH3:39])=[O:37].Cl. Product: [CH3:34][O:33][C:31]([CH2:30][C:19]1([CH:25]([C:36]([O:38][CH3:39])=[O:37])[C:26]([O:28][CH3:29])=[O:27])[CH2:20][CH2:21][CH2:22][CH2:23][CH2:24]1)=[O:32]. The catalyst class is: 30. (4) Reactant: Br[C:2]1[O:6][C:5]([CH:7]=[O:8])=[CH:4][CH:3]=1.[CH3:9][O:10][C:11]([C:13]1[CH:18]=[CH:17][C:16](B(O)O)=[CH:15][CH:14]=1)=[O:12].[F-].[K+].C(P(C(C)(C)C)C(C)(C)C)(C)(C)C.CCCCCC. Product: [CH3:9][O:10][C:11](=[O:12])[C:13]1[CH:18]=[CH:17][C:16]([C:2]2[O:6][C:5]([CH:7]=[O:8])=[CH:4][CH:3]=2)=[CH:15][CH:14]=1. The catalyst class is: 258. (5) Reactant: [CH2:1]([C:3]1[NH:7][N:6]=[C:5]([C:8]2[C:12]3[C:13]([NH:17][CH:18]4[CH2:23][CH2:22][O:21][CH2:20][CH2:19]4)=[N:14][CH:15]=[CH:16][C:11]=3[N:10](C(C3C=CC=CC=3)(C3C=CC=CC=3)C3C=CC=CC=3)[N:9]=2)[CH:4]=1)[CH3:2].O1CCC(NC2C3C(C=CC(=O)CC)=NN(C(C4C=CC=CC=4)(C4C=CC=CC=4)C4C=CC=CC=4)C=3C=CN=2)C[CH2:44]1.CN(C)C=O.O.NN.ClCCl.ClC1C(=O)C(C#N)=C(C#N)C(=O)C=1Cl. Product: [CH2:1]([C:3]1[N:7]([CH3:44])[N:6]=[C:5]([C:8]2[C:12]3[C:13]([NH:17][CH:18]4[CH2:19][CH2:20][O:21][CH2:22][CH2:23]4)=[N:14][CH:15]=[CH:16][C:11]=3[NH:10][N:9]=2)[CH:4]=1)[CH3:2]. The catalyst class is: 6. (6) Reactant: [NH2:1][C:2]1[CH:17]=[CH:16][C:5]([O:6][C:7]2[CH:12]=[CH:11][N:10]=[C:9]([NH2:13])[C:8]=2[C:14]#[CH:15])=[CH:4][CH:3]=1.[F:18][C:19]1[CH:24]=[CH:23][C:22]([N:25]=[C:26]=[O:27])=[CH:21][CH:20]=1.O1CCCC1. Product: [NH2:13][C:9]1[C:8]([C:14]#[CH:15])=[C:7]([O:6][C:5]2[CH:16]=[CH:17][C:2]([NH:1][C:26]([NH:25][C:22]3[CH:23]=[CH:24][C:19]([F:18])=[CH:20][CH:21]=3)=[O:27])=[CH:3][CH:4]=2)[CH:12]=[CH:11][N:10]=1. The catalyst class is: 6.